This data is from Full USPTO retrosynthesis dataset with 1.9M reactions from patents (1976-2016). The task is: Predict the reactants needed to synthesize the given product. (1) Given the product [CH:3]1([CH2:2][O:1][CH2:7][C:8]2[N:13]=[C:12]([NH2:14])[CH:11]=[CH:10][N:9]=2)[CH2:5][CH2:4]1, predict the reactants needed to synthesize it. The reactants are: [OH:1][CH2:2][CH:3]1[CH2:5][CH2:4]1.Cl[CH2:7][C:8]1[N:13]=[C:12]([NH2:14])[CH:11]=[CH:10][N:9]=1.O. (2) Given the product [CH3:1][C@@H:2]1[CH2:7][CH2:6][CH2:5][C@H:4]([CH3:8])[N:3]1[C:9](=[O:36])[CH2:10][O:11][C:12]1[CH:21]=[CH:20][C:19]2[C:14](=[CH:15][CH:16]=[C:17]([C:22]3[C:30]4[C:25](=[CH:26][CH:27]=[C:28]([C:31]5[NH:37][N:38]=[C:39]([CH2:40][C:41]([CH3:44])([CH3:43])[CH3:42])[N:32]=5)[CH:29]=4)[NH:24][N:23]=3)[CH:18]=2)[CH:13]=1, predict the reactants needed to synthesize it. The reactants are: [CH3:1][C@@H:2]1[CH2:7][CH2:6][CH2:5][C@H:4]([CH3:8])[N:3]1[C:9](=[O:36])[CH2:10][O:11][C:12]1[CH:21]=[CH:20][C:19]2[C:14](=[CH:15][CH:16]=[C:17]([C:22]3[C:30]4[C:25](=[CH:26][CH:27]=[C:28]([CH:31]=[N:32]OCC)[CH:29]=4)[NH:24][N:23]=3)[CH:18]=2)[CH:13]=1.[NH2:37][NH:38][C:39](=O)[CH2:40][C:41]([CH3:44])([CH3:43])[CH3:42]. (3) Given the product [CH3:25][CH:26]([S:28][CH2:2][CH2:3][CH2:4][O:5][CH2:6][CH2:7][N:8]1[C:20]2[C:19]3[CH:18]=[CH:17][CH:16]=[CH:15][C:14]=3[N:13]=[C:12]([NH2:21])[C:11]=2[N:10]=[C:9]1[CH2:22][CH2:23][CH3:24])[CH3:27], predict the reactants needed to synthesize it. The reactants are: Cl[CH2:2][CH2:3][CH2:4][O:5][CH2:6][CH2:7][N:8]1[C:20]2[C:19]3[CH:18]=[CH:17][CH:16]=[CH:15][C:14]=3[N:13]=[C:12]([NH2:21])[C:11]=2[N:10]=[C:9]1[CH2:22][CH2:23][CH3:24].[CH3:25][CH:26]([S-:28])[CH3:27].[Na+]. (4) Given the product [CH2:7]([C:6]1[CH:5]=[CH:4][C:2]([O:3][C:21](=[O:22])[CH2:20][Br:19])=[C:1]([O:11][CH3:12])[CH:10]=1)[CH:8]=[CH2:9], predict the reactants needed to synthesize it. The reactants are: [C:1]1([O:11][CH3:12])[C:2](=[CH:4][CH:5]=[C:6]([CH:10]=1)[CH2:7][CH:8]=[CH2:9])[OH:3].C([O-])([O-])=O.[K+].[K+].[Br:19][CH2:20][C:21](Br)=[O:22]. (5) The reactants are: [C:1]([O:5][C:6](=[O:17])[NH:7][C:8]1[C:13]([CH:14]=[O:15])=[CH:12][CH:11]=[C:10](Cl)[N:9]=1)([CH3:4])([CH3:3])[CH3:2].[CH3:18][O-:19].[Na+]. Given the product [C:1]([O:5][C:6](=[O:17])[NH:7][C:8]1[C:13]([CH:14]=[O:15])=[CH:12][CH:11]=[C:10]([O:19][CH3:18])[N:9]=1)([CH3:4])([CH3:3])[CH3:2], predict the reactants needed to synthesize it. (6) Given the product [CH:1]1([CH:6]2[C:7]3[CH:8]=[CH:9][C:10]([O:22][CH3:23])=[CH:11][C:12]=3[O:13][C:14]3[C:19]2=[CH:18][CH:17]=[C:16]([O:20][CH3:21])[CH:15]=3)[CH2:2][CH2:3][CH2:4][CH2:5]1, predict the reactants needed to synthesize it. The reactants are: [C:1]1(=[C:6]2[C:19]3[CH:18]=[CH:17][C:16]([O:20][CH3:21])=[CH:15][C:14]=3[O:13][C:12]3[C:7]2=[CH:8][CH:9]=[C:10]([O:22][CH3:23])[CH:11]=3)[CH2:5][CH2:4][CH2:3][CH2:2]1. (7) Given the product [OH:22][C:23]1[CH:24]=[C:25]2[C:26](=[CH:30][CH:31]=1)[C:27](=[O:28])[N:9]([C:7]1[CH:8]=[C:3]([O:2][CH3:1])[CH:4]=[CH:5][C:6]=1[CH:10]1[CH2:19][CH2:18][C:17]3[C:12](=[CH:13][CH:14]=[C:15]([O:20][CH3:21])[CH:16]=3)[CH2:11]1)[C:32]2=[O:33], predict the reactants needed to synthesize it. The reactants are: [CH3:1][O:2][C:3]1[CH:4]=[CH:5][C:6]([CH:10]2[CH2:19][CH2:18][C:17]3[C:12](=[CH:13][CH:14]=[C:15]([O:20][CH3:21])[CH:16]=3)[CH2:11]2)=[C:7]([NH2:9])[CH:8]=1.[OH:22][C:23]1[CH:24]=[C:25]([C:32](O)=[O:33])[C:26](=[CH:30][CH:31]=1)[C:27](O)=[O:28].O.